From a dataset of NCI-60 drug combinations with 297,098 pairs across 59 cell lines. Regression. Given two drug SMILES strings and cell line genomic features, predict the synergy score measuring deviation from expected non-interaction effect. (1) Cell line: OVCAR-5. Synergy scores: CSS=24.0, Synergy_ZIP=2.47, Synergy_Bliss=2.70, Synergy_Loewe=5.02, Synergy_HSA=6.82. Drug 1: C1=C(C(=O)NC(=O)N1)N(CCCl)CCCl. Drug 2: CC1CCC2CC(C(=CC=CC=CC(CC(C(=O)C(C(C(=CC(C(=O)CC(OC(=O)C3CCCCN3C(=O)C(=O)C1(O2)O)C(C)CC4CCC(C(C4)OC)OCCO)C)C)O)OC)C)C)C)OC. (2) Drug 1: C1=CC(=C2C(=C1NCCNCCO)C(=O)C3=C(C=CC(=C3C2=O)O)O)NCCNCCO. Drug 2: C1C(C(OC1N2C=NC(=NC2=O)N)CO)O. Cell line: MCF7. Synergy scores: CSS=37.2, Synergy_ZIP=0.875, Synergy_Bliss=0.682, Synergy_Loewe=5.88, Synergy_HSA=6.60. (3) Synergy scores: CSS=2.85, Synergy_ZIP=1.85, Synergy_Bliss=5.41, Synergy_Loewe=0.158, Synergy_HSA=0.304. Cell line: SN12C. Drug 2: C1=CC(=CC=C1CCCC(=O)O)N(CCCl)CCCl. Drug 1: CC1C(C(CC(O1)OC2CC(CC3=C2C(=C4C(=C3O)C(=O)C5=C(C4=O)C(=CC=C5)OC)O)(C(=O)CO)O)N)O.Cl. (4) Drug 1: C1=C(C(=O)NC(=O)N1)F. Drug 2: CC1=CC=C(C=C1)C2=CC(=NN2C3=CC=C(C=C3)S(=O)(=O)N)C(F)(F)F. Cell line: UACC62. Synergy scores: CSS=38.4, Synergy_ZIP=-2.76, Synergy_Bliss=-7.57, Synergy_Loewe=-11.3, Synergy_HSA=-8.23. (5) Drug 1: CC(CN1CC(=O)NC(=O)C1)N2CC(=O)NC(=O)C2. Drug 2: CC1C(C(CC(O1)OC2CC(OC(C2O)C)OC3=CC4=CC5=C(C(=O)C(C(C5)C(C(=O)C(C(C)O)O)OC)OC6CC(C(C(O6)C)O)OC7CC(C(C(O7)C)O)OC8CC(C(C(O8)C)O)(C)O)C(=C4C(=C3C)O)O)O)O. Cell line: OVCAR-5. Synergy scores: CSS=23.9, Synergy_ZIP=2.73, Synergy_Bliss=6.18, Synergy_Loewe=6.27, Synergy_HSA=6.13. (6) Drug 1: CN(C)C1=NC(=NC(=N1)N(C)C)N(C)C. Drug 2: C1=NC2=C(N=C(N=C2N1C3C(C(C(O3)CO)O)F)Cl)N. Cell line: HL-60(TB). Synergy scores: CSS=86.4, Synergy_ZIP=9.15, Synergy_Bliss=9.72, Synergy_Loewe=-29.2, Synergy_HSA=8.09. (7) Drug 1: C1C(C(OC1N2C=NC3=C(N=C(N=C32)Cl)N)CO)O. Drug 2: C(CC(=O)O)C(=O)CN.Cl. Cell line: SF-295. Synergy scores: CSS=7.07, Synergy_ZIP=2.61, Synergy_Bliss=-1.71, Synergy_Loewe=0.949, Synergy_HSA=-0.361. (8) Drug 1: CS(=O)(=O)CCNCC1=CC=C(O1)C2=CC3=C(C=C2)N=CN=C3NC4=CC(=C(C=C4)OCC5=CC(=CC=C5)F)Cl. Drug 2: C1CN1C2=NC(=NC(=N2)N3CC3)N4CC4. Cell line: UACC62. Synergy scores: CSS=31.1, Synergy_ZIP=0.159, Synergy_Bliss=2.78, Synergy_Loewe=-12.3, Synergy_HSA=-0.369. (9) Drug 2: N.N.Cl[Pt+2]Cl. Drug 1: CCC1=C2CN3C(=CC4=C(C3=O)COC(=O)C4(CC)O)C2=NC5=C1C=C(C=C5)O. Synergy scores: CSS=57.9, Synergy_ZIP=-3.36, Synergy_Bliss=-1.55, Synergy_Loewe=-11.1, Synergy_HSA=0.872. Cell line: SF-295. (10) Drug 1: C1CC(=O)NC(=O)C1N2CC3=C(C2=O)C=CC=C3N. Drug 2: COC1=NC(=NC2=C1N=CN2C3C(C(C(O3)CO)O)O)N. Cell line: OVCAR-8. Synergy scores: CSS=4.04, Synergy_ZIP=-0.190, Synergy_Bliss=-0.0603, Synergy_Loewe=0.289, Synergy_HSA=0.382.